From a dataset of Full USPTO retrosynthesis dataset with 1.9M reactions from patents (1976-2016). Predict the reactants needed to synthesize the given product. (1) Given the product [CH3:8][N:9]([CH2:10][CH2:11][OH:12])[C:2]1[CH:7]=[CH:6][CH:5]=[CH:4][N:3]=1, predict the reactants needed to synthesize it. The reactants are: Cl[C:2]1[CH:7]=[CH:6][CH:5]=[CH:4][N:3]=1.[CH3:8][NH:9][CH2:10][CH2:11][OH:12]. (2) Given the product [C:14]([C:10]1[CH:9]=[C:8]([CH:13]=[CH:12][CH:11]=1)[C:6]([C:5]1[CH:20]=[CH:21][C:2]([F:1])=[CH:3][CH:4]=1)=[O:7])#[CH:15], predict the reactants needed to synthesize it. The reactants are: [F:1][C:2]1[CH:21]=[CH:20][C:5]([C:6]([C:8]2[CH:13]=[CH:12][CH:11]=[C:10]([C:14]#[C:15]C(O)(C)C)[CH:9]=2)=[O:7])=[CH:4][CH:3]=1.[OH-].[Na+]. (3) Given the product [Cl:17][C:12]1[CH:11]=[C:10]([C@@H:9]2[O:8][CH2:7][CH2:6][N:5]([C:18]([O:20][C:21]([CH3:24])([CH3:23])[CH3:22])=[O:19])[CH2:4][C@H:3]2[CH2:2][NH:1][C:32]2[C:33]([C:34]([O:36][CH3:37])=[O:35])=[CH:38][CH:39]=[CH:40][N:41]=2)[CH:15]=[CH:14][C:13]=1[Cl:16], predict the reactants needed to synthesize it. The reactants are: [NH2:1][CH2:2][C@H:3]1[C@H:9]([C:10]2[CH:15]=[CH:14][C:13]([Cl:16])=[C:12]([Cl:17])[CH:11]=2)[O:8][CH2:7][CH2:6][N:5]([C:18]([O:20][C:21]([CH3:24])([CH3:23])[CH3:22])=[O:19])[CH2:4]1.C(=O)([O-])[O-].[K+].[K+].Cl[C:32]1[N:41]=[CH:40][CH:39]=[CH:38][C:33]=1[C:34]([O:36][CH3:37])=[O:35]. (4) Given the product [CH3:18][O:19][C:20]1[CH:21]=[C:22]([O:27][CH3:28])[CH:23]=[C:24]([O:12][CH3:13])[C:25]=1[O:4][CH3:1], predict the reactants needed to synthesize it. The reactants are: [C:1](=[O:4])([O-])[O-].[K+].[K+].S([O:12][CH3:13])(OC)(=O)=O.CC(C)=O.[CH3:18][O:19][C:20]1[CH:25]=[C:24](O)[CH:23]=[C:22]([O:27][CH3:28])[C:21]=1O. (5) Given the product [C:16]([O:20][C:21]([NH:23][CH2:24][CH2:25][CH2:26][C:27]([NH:2][C@H:3]([C:8]([O:10][CH:11]1[CH2:12][CH2:13][CH2:14][CH2:15]1)=[O:9])[CH2:4][CH:5]([CH3:7])[CH3:6])=[O:28])=[O:22])([CH3:19])([CH3:18])[CH3:17], predict the reactants needed to synthesize it. The reactants are: Cl.[NH2:2][C@H:3]([C:8]([O:10][CH:11]1[CH2:15][CH2:14][CH2:13][CH2:12]1)=[O:9])[CH2:4][CH:5]([CH3:7])[CH3:6].[C:16]([O:20][C:21]([NH:23][CH2:24][CH2:25][CH2:26][C:27](O)=[O:28])=[O:22])([CH3:19])([CH3:18])[CH3:17].C1C=CC2N(O)N=NC=2C=1.CCN(C(C)C)C(C)C.C(Cl)CCl. (6) Given the product [CH3:1][O:2][C:3](=[O:13])[C:4]1[CH:12]=[CH:11][CH:10]=[C:6]([C:7]([NH:38][C@@H:39]([CH2:55][C:56]2[CH:61]=[CH:60][CH:59]=[CH:58][CH:57]=2)[C@H:40]([OH:54])[CH2:41][NH:42][CH2:43][C:44]2[CH:49]=[CH:48][CH:47]=[C:46]([C:50]([F:51])([F:52])[F:53])[CH:45]=2)=[O:9])[CH:5]=1, predict the reactants needed to synthesize it. The reactants are: [CH3:1][O:2][C:3](=[O:13])[C:4]1[CH:12]=[CH:11][CH:10]=[C:6]([C:7]([OH:9])=O)[CH:5]=1.CN(C(ON1N=NC2C=CC=CC1=2)=[N+](C)C)C.[B-](F)(F)(F)F.Cl.Cl.[NH2:38][C@@H:39]([CH2:55][C:56]1[CH:61]=[CH:60][CH:59]=[CH:58][CH:57]=1)[C@H:40]([OH:54])[CH2:41][NH:42][CH2:43][C:44]1[CH:49]=[CH:48][CH:47]=[C:46]([C:50]([F:53])([F:52])[F:51])[CH:45]=1.CCN(C(C)C)C(C)C.C([O-])(O)=O.[Na+].